From a dataset of Reaction yield outcomes from USPTO patents with 853,638 reactions. Predict the reaction yield, written as a fraction of the theoretical maximum amount of product (1.0 means a 100% yield; for example, 0.34 means a 34% yield). (1) The reactants are [CH3:1][C:2]1[C:3]([N:10]2[N:14]=[CH:13][CH:12]=[N:11]2)=[C:4]([CH:7]=[CH:8][CH:9]=1)[C:5]#N.[OH-:15].[Na+].C[OH:18]. The catalyst is O. The product is [CH3:1][C:2]1[C:3]([N:10]2[N:14]=[CH:13][CH:12]=[N:11]2)=[C:4]([CH:7]=[CH:8][CH:9]=1)[C:5]([OH:18])=[O:15]. The yield is 0.780. (2) The reactants are [CH2:1]([O:3][C:4]1[C:13]2[C:8](=[CH:9][CH:10]=[CH:11][CH:12]=2)[C:7]([O:14][CH2:15][CH3:16])=[C:6]([C:17]([OH:19])=O)[C:5]=1[C:20]([OH:22])=[O:21])[CH3:2].S(Cl)(Cl)=O. The catalyst is C(Cl)(Cl)Cl. The product is [CH2:15]([O:14][C:7]1[C:8]2[C:13](=[CH:12][CH:11]=[CH:10][CH:9]=2)[C:4]([O:3][CH2:1][CH3:2])=[C:5]2[C:20]([O:21][C:17](=[O:19])[C:6]=12)=[O:22])[CH3:16]. The yield is 0.990.